From a dataset of Full USPTO retrosynthesis dataset with 1.9M reactions from patents (1976-2016). Predict the reactants needed to synthesize the given product. (1) Given the product [Cl:1][C:2]1[CH:9]=[C:8]([N:12]([CH3:13])[CH3:11])[CH:7]=[CH:6][C:3]=1/[CH:4]=[CH:15]/[C:16]([OH:18])=[O:17], predict the reactants needed to synthesize it. The reactants are: [Cl:1][C:2]1[CH:9]=[C:8](F)[CH:7]=[CH:6][C:3]=1[CH:4]=O.[CH3:11][NH:12][CH3:13].C(O)(=O)[CH2:15][C:16]([OH:18])=[O:17]. (2) Given the product [Br:36][CH2:14][C:11]1[CH:12]=[CH:13][C:8]([CH2:7][N:5]2[CH:6]=[C:2]([CH3:1])[CH:3]=[N:4]2)=[CH:9][CH:10]=1, predict the reactants needed to synthesize it. The reactants are: [CH3:1][C:2]1[CH:3]=[N:4][N:5]([CH2:7][C:8]2[CH:13]=[CH:12][C:11]([CH2:14]O)=[CH:10][CH:9]=2)[CH:6]=1.C1(P(C2C=CC=CC=2)C2C=CC=CC=2)C=CC=CC=1.C(Br)(Br)(Br)[Br:36]. (3) Given the product [F:13][C:14]([F:22])([F:21])[CH2:15][CH2:16][C:2]1[CH:12]=[CH:11][C:5]2[CH:6]=[C:7]([CH:9]=[O:10])[S:8][C:4]=2[CH:3]=1, predict the reactants needed to synthesize it. The reactants are: Br[C:2]1[CH:12]=[CH:11][C:5]2[CH:6]=[C:7]([CH:9]=[O:10])[S:8][C:4]=2[CH:3]=1.[F:13][C:14]([F:22])([F:21])[CH2:15][CH2:16][B-](F)(F)F.[K+].